From a dataset of Full USPTO retrosynthesis dataset with 1.9M reactions from patents (1976-2016). Predict the reactants needed to synthesize the given product. (1) Given the product [Br:1][C:2]1[CH:3]=[C:4]2[C:9](=[CH:10][CH:11]=1)[N:8]=[C:7]([CH2:12][CH:13]([CH3:15])[CH3:14])[C:6]([CH2:16][OH:17])=[C:5]2[C:20]1[CH:25]=[CH:24][CH:23]=[CH:22][CH:21]=1, predict the reactants needed to synthesize it. The reactants are: [Br:1][C:2]1[CH:3]=[C:4]2[C:9](=[CH:10][CH:11]=1)[N:8]=[C:7]([CH2:12][CH:13]([CH3:15])[CH3:14])[C:6]([C:16](OC)=[O:17])=[C:5]2[C:20]1[CH:25]=[CH:24][CH:23]=[CH:22][CH:21]=1.[H-].C([Al+]CC(C)C)C(C)C.S([O-])([O-])(=O)=O.[Na+].[Na+]. (2) Given the product [CH:1]1([NH:6][C:7]2[C:12]([C:13]([N:29]([CH3:30])[NH2:37])=[O:15])=[CH:11][N:10]=[C:9]3[N:16]([CH2:19][CH3:20])[N:17]=[CH:18][C:8]=23)[CH2:2][CH2:3][CH2:4][CH2:5]1, predict the reactants needed to synthesize it. The reactants are: [CH:1]1([NH:6][C:7]2[C:12]([C:13]([OH:15])=O)=[CH:11][N:10]=[C:9]3[N:16]([CH2:19][CH3:20])[N:17]=[CH:18][C:8]=23)[CH2:5][CH2:4][CH2:3][CH2:2]1.CN(C(O[N:29]1[N:37]=NC2C=CC=C[C:30]1=2)=[N+](C)C)C.F[P-](F)(F)(F)(F)F.CCN(C(C)C)C(C)C.C1C=CC2N(O)N=NC=2C=1.CNN. (3) Given the product [F:22][C:23]([F:34])([F:33])[C:24]([N:10]1[CH2:11][CH2:12][C:6]2[CH:5]=[C:4]([O:3][CH3:2])[CH:14]=[CH:13][C:7]=2[CH2:8][CH2:9]1)=[O:25], predict the reactants needed to synthesize it. The reactants are: Cl.[CH3:2][O:3][C:4]1[CH:14]=[CH:13][C:7]2[CH2:8][CH2:9][NH:10][CH2:11][CH2:12][C:6]=2[CH:5]=1.C(N(CC)CC)C.[F:22][C:23]([F:34])([F:33])[C:24](O[C:24](=[O:25])[C:23]([F:34])([F:33])[F:22])=[O:25]. (4) Given the product [Br:5][C:6]1[CH:7]=[C:8]2[C:9](=[CH:10][CH:11]=1)[NH:12][C:13](=[O:18])[CH2:14][C:15]2([CH3:16])[CH3:17], predict the reactants needed to synthesize it. The reactants are: [Cl-].[Al+3].[Cl-].[Cl-].[Br:5][C:6]1[CH:11]=[CH:10][C:9]([NH:12][C:13](=[O:18])[CH:14]=[C:15]([CH3:17])[CH3:16])=[CH:8][CH:7]=1. (5) Given the product [ClH:1].[F:2][C:3]1[CH:8]=[CH:7][C:6]([CH:9]2[CH2:10][CH2:11][NH:12][CH2:13][CH2:14]2)=[CH:5][CH:4]=1, predict the reactants needed to synthesize it. The reactants are: [ClH:1].[F:2][C:3]1[CH:8]=[CH:7][C:6]([C:9]2[CH2:10][CH2:11][NH:12][CH2:13][CH:14]=2)=[CH:5][CH:4]=1.